From a dataset of Reaction yield outcomes from USPTO patents with 853,638 reactions. Predict the reaction yield, written as a fraction of the theoretical maximum amount of product (1.0 means a 100% yield; for example, 0.34 means a 34% yield). (1) The reactants are [O:1]=[C:2]1[CH2:10][C:9]2[C:4](=[CH:5][CH:6]=[C:7]([NH:11][C:12]([CH2:14][O:15]C(=O)C)=[O:13])[CH:8]=2)[NH:3]1.[OH-].[Na+].Cl. The catalyst is CO. The product is [OH:15][CH2:14][C:12]([NH:11][C:7]1[CH:8]=[C:9]2[C:4](=[CH:5][CH:6]=1)[NH:3][C:2](=[O:1])[CH2:10]2)=[O:13]. The yield is 0.195. (2) The reactants are [F:1][C:2]1[CH:9]=[C:8](I)[CH:7]=[CH:6][C:3]=1[C:4]#[N:5].[Cl:11][C:12]1[C:13]([OH:19])=[CH:14][C:15](=[O:18])[NH:16][CH:17]=1.COC1C2C(=C3C(=CC=2)C(OC)=CC=N3)N=CC=1.C(=O)([O-])[O-].[K+].[K+]. The catalyst is CS(C)=O.O.Cl.[Cu]I. The product is [Cl:11][C:12]1[C:13]([OH:19])=[CH:14][C:15](=[O:18])[N:16]([C:8]2[CH:7]=[CH:6][C:3]([C:4]#[N:5])=[C:2]([F:1])[CH:9]=2)[CH:17]=1. The yield is 0.433.